Dataset: Catalyst prediction with 721,799 reactions and 888 catalyst types from USPTO. Task: Predict which catalyst facilitates the given reaction. (1) Reactant: [C:1]([C:3]1[CH:4]=[C:5]2[C:9](=[CH:10][CH:11]=1)[N:8]([CH2:12][CH2:13][C:14]([O:16][CH2:17][CH3:18])=[O:15])[N:7]=[CH:6]2)#[N:2].C(=O)(O)[O-].[Na+].Cl.[NH2:25][OH:26]. Product: [OH:26][NH:25][C:1](=[NH:2])[C:3]1[CH:4]=[C:5]2[C:9](=[CH:10][CH:11]=1)[N:8]([CH2:12][CH2:13][C:14]([O:16][CH2:17][CH3:18])=[O:15])[N:7]=[CH:6]2. The catalyst class is: 8. (2) Reactant: [Br:1][C:2]1[CH:7]=[CH:6][CH:5]=[CH:4][C:3]=1[S:8]([C:11]([CH3:15])([CH3:14])[CH2:12][NH2:13])(=[O:10])=[O:9].[C:16](O[C:16]([O:18][C:19]([CH3:22])([CH3:21])[CH3:20])=[O:17])([O:18][C:19]([CH3:22])([CH3:21])[CH3:20])=[O:17]. Product: [Br:1][C:2]1[CH:7]=[CH:6][CH:5]=[CH:4][C:3]=1[S:8]([C:11]([CH3:15])([CH3:14])[CH2:12][NH:13][C:16](=[O:17])[O:18][C:19]([CH3:22])([CH3:21])[CH3:20])(=[O:10])=[O:9]. The catalyst class is: 5.